From a dataset of NCI-60 drug combinations with 297,098 pairs across 59 cell lines. Regression. Given two drug SMILES strings and cell line genomic features, predict the synergy score measuring deviation from expected non-interaction effect. (1) Drug 1: C1CCC(C1)C(CC#N)N2C=C(C=N2)C3=C4C=CNC4=NC=N3. Drug 2: CCC1(CC2CC(C3=C(CCN(C2)C1)C4=CC=CC=C4N3)(C5=C(C=C6C(=C5)C78CCN9C7C(C=CC9)(C(C(C8N6C)(C(=O)OC)O)OC(=O)C)CC)OC)C(=O)OC)O.OS(=O)(=O)O. Cell line: SW-620. Synergy scores: CSS=54.0, Synergy_ZIP=4.33, Synergy_Bliss=8.91, Synergy_Loewe=-14.5, Synergy_HSA=7.49. (2) Cell line: OVCAR-5. Synergy scores: CSS=59.6, Synergy_ZIP=-0.307, Synergy_Bliss=-0.546, Synergy_Loewe=-2.47, Synergy_HSA=0.849. Drug 2: B(C(CC(C)C)NC(=O)C(CC1=CC=CC=C1)NC(=O)C2=NC=CN=C2)(O)O. Drug 1: CC1=C(N=C(N=C1N)C(CC(=O)N)NCC(C(=O)N)N)C(=O)NC(C(C2=CN=CN2)OC3C(C(C(C(O3)CO)O)O)OC4C(C(C(C(O4)CO)O)OC(=O)N)O)C(=O)NC(C)C(C(C)C(=O)NC(C(C)O)C(=O)NCCC5=NC(=CS5)C6=NC(=CS6)C(=O)NCCC[S+](C)C)O.